Dataset: Reaction yield outcomes from USPTO patents with 853,638 reactions. Task: Predict the reaction yield, written as a fraction of the theoretical maximum amount of product (1.0 means a 100% yield; for example, 0.34 means a 34% yield). (1) The reactants are Br[CH2:2][C:3]([C:5]1[CH:10]=[CH:9][CH:8]=[C:7]([O:11][CH3:12])[CH:6]=1)=[O:4].[S-:13][C:14]#[N:15].[K+].O. The catalyst is C(O)C. The product is [CH3:12][O:11][C:7]1[CH:6]=[C:5]([C:3](=[O:4])[CH2:2][S:13][C:14]#[N:15])[CH:10]=[CH:9][CH:8]=1. The yield is 0.972. (2) The reactants are [CH:1](=O)[CH:2]([CH3:4])[CH3:3].[CH2:6]([SH:10])[CH2:7][CH2:8][SH:9].B(F)(F)F.CCOCC. The catalyst is ClCCl. The product is [CH:2]([CH:1]1[S:10][CH2:6][CH2:7][CH2:8][S:9]1)([CH3:4])[CH3:3]. The yield is 1.00.